This data is from Drug-target binding data from BindingDB using Ki measurements. The task is: Regression. Given a target protein amino acid sequence and a drug SMILES string, predict the binding affinity score between them. We predict pKi (pKi = -log10(Ki in M); higher means stronger inhibition). Dataset: bindingdb_ki. (1) The compound is Nc1ncnc2c1ncn2[C@@H]1C[C@H](CO)[C@@H](O)[C@H]1O. The target protein (P03958) has sequence MAQTPAFNKPKVELHVHLDGAIKPETILYFGKKRGIALPADTVEELRNIIGMDKPLSLPGFLAKFDYYMPVIAGCREAIKRIAYEFVEMKAKEGVVYVEVRYSPHLLANSKVDPMPWNQTEGDVTPDDVVDLVNQGLQEGEQAFGIKVRSILCCMRHQPSWSLEVLELCKKYNQKTVVAMDLAGDETIEGSSLFPGHVEAYEGAVKNGIHRTVHAGEVGSPEVVREAVDILKTERVGHGYHTIEDEALYNRLLKENMHFEVCPWSSYLTGAWDPKTTHAVVRFKNDKANYSLNTDDPLIFKSTLDTDYQMTKKDMGFTEEEFKRLNINAAKSSFLPEEEKKELLERLYREYQ. The pKi is 5.0. (2) The drug is CCCCCCCCN[C@H]1C=C(CO)[C@@H](O)[C@H](O)[C@H]1O. The target protein sequence is LRNATQRMFEIDYSRDSFLKDGQPFRYISGSIHYSRVPRFYWKDRLLKMKMAGLNAIQTYVPWNFHEPWPGQYQFSEDHDVEYFLRLAHELGLLVILRPGPYICAEWEMGGLPAWLLEKESILLRSSDPDYLAAVDKWLGVLLPKMKPLLYQNGGPVITVQVENEYGSYFACDFDYLRFLQKRFRHHLGDDVVLFTTDGAHKTFLKCGALQGLYTTVDFGTGSNITDAFLSQRKCEPKGPLINSEFYTGWLDHWGQPHSTIKTEAVASSLYDILARGASVNLYMFIGGTNFAYWNGANSPYAAQPTSYDYDAPLSEAGDLTEKYFALRNIIQKFEKVPEGPIPPSTPKFAYGKVTLEKLKTVGAALDILCPSGPIKSLYPLTFIQVKQHYGFVLYRTTLPQDCSNPAPLSSPLNGVHDRAYVAVDGIPQGVLERNNVITLNITGKAGATLDLLVENMGRVNYGAYINDFKGLVSNLTLSSNILTDWTIFPLDTEDAVRSH.... The pKi is 6.0. (3) The drug is C[C@H](NC(=O)CNC(=O)[C@@H](NC(=O)[C@H](Cc1ccccc1)NC(=O)CNC(=O)CNC(=O)[C@@H](N)Cc1ccccc1)[C@@H](C)O)C(=O)N[C@@H](CCCN=C(N)N)C(=O)N[C@@H](CCCCN)C(=O)N[C@@H](CO)C(=O)N[C@@H](C)C(=O)N[C@@H](CCCN=C(N)N)C(=O)N[C@@H](CCCCN)C(N)=O. The target protein (P79292) has sequence MESLFPAPFWEVLYGSPLQGNLSLLSPNHSLLPPHLLLNASHGAFLPLGLKVTIVGLYLAVCVGGLLGNCLVMYVILRHTKMKTATNIYIFNLALADTAVLLTLPFQGTDVLLGFWPFGNALCKAVIAIDYYNMFTSAFTLTAMSVDRYVAICHPIRALDVRTSSKAQAVNVAIWALASIVGVPVAIMGSAQVEDEEIECLVEIPAPQDYWGPVFAVCIFLFSFVIPVLIISVCYSLMVRRLRGVRLLSGSREKDRNLRRITRLVLVVVAVFVGCWTPVQVFVLVQGLGVQPGSETAVAVLRFCTALGYVNSCLNPILYAFLDENFKACFRKFCCAPTRRREMQVSDRVRSIAKDVALACKTSETVPRPA. The pKi is 7.9. (4) The compound is Cc1scc2c1N(C(=O)CN1CCN(C)CC1)c1ccccc1NC2=O. The target protein sequence is YETVEMVFIATVTGSLSLVTVVGNILVMLSIKVNRQLQTVNNYFLFSLACADLIIGAFSMNLYTVYIIKGYWPLGAVVCDLWLALDYVVSNASVMNLLIISFDRYFCVTKPLTYPARRTTKMAGLMIAAAWVLSFVLWAPAILFWQFVVGKRTVPDNQCFIQFLSNPAVTFGTAIAAFYLPVVIMTVLYVHISLASRSRVHKHRPEGPKEKKAKPLAFLKSPLMKQSVKKPPPGEAAARGELRNGKLEEAPPPVLPPPPRPVADKDTSNESSSGSATQNTKERPPTELSTTEATTPAAPAPPLQPRTLNPASKWSKIQIVTKQTGNECVTAIEIVPATPAGMRPAANVARKFASIARNQVRKKRQMAARERKVTRTIFAILLAFILTWTPYNVMVLVNTFCQSCIPDTVWSIGYWLCYVNSTINPACYALCNATFKKTFRHLLLCQYRNIGTAR. The pKi is 7.9.